From a dataset of Full USPTO retrosynthesis dataset with 1.9M reactions from patents (1976-2016). Predict the reactants needed to synthesize the given product. (1) The reactants are: [Cl:1][C:2]1[CH:7]=[CH:6][CH:5]=[C:4]([F:8])[C:3]=1[C:9]1[S:10][CH:11]=[C:12](/[CH:14]=[CH:15]/[C:16]([O:18]C)=[O:17])[N:13]=1.[OH-].[Li+]. Given the product [Cl:1][C:2]1[CH:7]=[CH:6][CH:5]=[C:4]([F:8])[C:3]=1[C:9]1[S:10][CH:11]=[C:12](/[CH:14]=[CH:15]/[C:16]([OH:18])=[O:17])[N:13]=1, predict the reactants needed to synthesize it. (2) Given the product [C:6]([CH:8]1[CH2:13][CH2:12][N:11]([C:14]2[N:23]=[C:22]([NH:24][CH2:25][C:26]3[CH:31]=[CH:30][C:29]4[O:32][CH2:33][O:34][C:28]=4[CH:27]=3)[C:21]3[C:16](=[CH:17][CH:18]=[C:19]([C:35]#[N:36])[CH:20]=3)[N:15]=2)[CH2:10][CH2:9]1)([OH:7])=[O:5], predict the reactants needed to synthesize it. The reactants are: [OH-].[Na+].C([O:5][C:6]([CH:8]1[CH2:13][CH2:12][N:11]([C:14]2[N:23]=[C:22]([NH:24][CH2:25][C:26]3[CH:31]=[CH:30][C:29]4[O:32][CH2:33][O:34][C:28]=4[CH:27]=3)[C:21]3[C:16](=[CH:17][CH:18]=[C:19]([C:35]#[N:36])[CH:20]=3)[N:15]=2)[CH2:10][CH2:9]1)=[O:7])C.Cl. (3) Given the product [CH3:1][C@@H:2]1[CH2:8][N:7]([C:18]2[CH:23]=[CH:22][CH:21]=[CH:20][CH:19]=2)[CH2:6][C:5]2[CH:9]=[CH:10][C:11]([C:13]([O:15][CH3:16])=[O:14])=[CH:12][C:4]=2[O:3]1, predict the reactants needed to synthesize it. The reactants are: [CH3:1][C@@H:2]1[CH2:8][NH:7][CH2:6][C:5]2[CH:9]=[CH:10][C:11]([C:13]([O:15][CH3:16])=[O:14])=[CH:12][C:4]=2[O:3]1.I[C:18]1[CH:23]=[CH:22][CH:21]=[CH:20][CH:19]=1.CC1(C)C2C(=C(P(C3C=CC=CC=3)C3C=CC=CC=3)C=CC=2)OC2C(P(C3C=CC=CC=3)C3C=CC=CC=3)=CC=CC1=2.C([O-])([O-])=O.[Cs+].[Cs+]. (4) The reactants are: [CH3:1][C:2]1[C:10]2[C:5](=[CH:6][CH:7]=[C:8]([CH:11]=O)[CH:9]=2)[NH:4][N:3]=1.[NH:13]1[CH2:18][CH2:17][CH2:16][CH2:15][C:14]1=[CH:19][C:20]#[N:21].[C:29]([O:31][CH2:32][C:33](=O)[CH2:28][C:29]([O:31][CH2:32][CH3:33])=[O:30])(=[O:30])[CH3:28].Cl. Given the product [CH3:1][C:2]1[C:10]2[C:5](=[CH:6][CH:7]=[C:8]([CH:11]3[C:28]4[C:29](=[O:30])[O:31][CH2:32][C:33]=4[N:13]4[C:14]([CH2:15][CH2:16][CH2:17][CH2:18]4)=[C:19]3[C:20]#[N:21])[CH:9]=2)[NH:4][N:3]=1, predict the reactants needed to synthesize it. (5) Given the product [F:34][C:31]1[CH:32]=[CH:33][C:28]([CH:25]2[CH2:26][CH2:27][N:22]([C:17]3[N:16]=[C:15]([CH3:35])[N:14]=[C:13]([O:12][CH2:11][CH2:10][CH2:9][CH2:8][OH:7])[C:18]=3[N+:19]([O-:21])=[O:20])[CH2:23][CH2:24]2)=[CH:29][CH:30]=1, predict the reactants needed to synthesize it. The reactants are: F.C([Si](C)(C)[O:7][CH2:8][CH2:9][CH2:10][CH2:11][O:12][C:13]1[C:18]([N+:19]([O-:21])=[O:20])=[C:17]([N:22]2[CH2:27][CH2:26][CH:25]([C:28]3[CH:33]=[CH:32][C:31]([F:34])=[CH:30][CH:29]=3)[CH2:24][CH2:23]2)[N:16]=[C:15]([CH3:35])[N:14]=1)(C)(C)C. (6) Given the product [CH2:1]([O:8][C:9]1[CH:14]=[CH:13][C:12]([C:15]2[N:16]=[CH:17][C:18]([NH:29][C:30]3[CH:35]=[CH:34][CH:33]=[CH:32][CH:31]=3)=[CH:19][CH:20]=2)=[CH:11][C:10]=1[F:22])[C:2]1[CH:7]=[CH:6][CH:5]=[CH:4][CH:3]=1, predict the reactants needed to synthesize it. The reactants are: [CH2:1]([O:8][C:9]1[CH:14]=[CH:13][C:12]([C:15]2[CH:20]=[CH:19][C:18](Br)=[CH:17][N:16]=2)=[CH:11][C:10]=1[F:22])[C:2]1[CH:7]=[CH:6][CH:5]=[CH:4][CH:3]=1.CC([O-])(C)C.[Na+].[NH2:29][C:30]1[CH:35]=[CH:34][CH:33]=[CH:32][CH:31]=1. (7) Given the product [CH2:11]([N:1]1[CH2:10][CH2:9][CH2:8][C@H:2]1[C:3]([O:5][CH2:6][CH3:7])=[O:4])[C:12]1[CH:17]=[CH:16][CH:15]=[CH:14][CH:13]=1, predict the reactants needed to synthesize it. The reactants are: [NH:1]1[CH2:10][CH2:9][CH2:8][C@H:2]1[C:3]([O:5][CH2:6][CH3:7])=[O:4].[CH:11](=O)[C:12]1[CH:17]=[CH:16][CH:15]=[CH:14][CH:13]=1.C(O[BH-](OC(=O)C)OC(=O)C)(=O)C.[Na+].C(=O)([O-])[O-].[K+].[K+].